From a dataset of Catalyst prediction with 721,799 reactions and 888 catalyst types from USPTO. Predict which catalyst facilitates the given reaction. (1) Reactant: [NH:1]1[CH:5]=[CH:4][N:3]=[CH:2]1.[H-].[Na+].[C:8]([O:12][C:13]([N:15]1[CH2:21][CH2:20][CH2:19][N:18]([C:22]2[N:26]([CH2:27][CH2:28]OS(C)(=O)=O)[C:25]3[CH:34]=[CH:35][CH:36]=[CH:37][C:24]=3[N:23]=2)[CH2:17][CH2:16]1)=[O:14])([CH3:11])([CH3:10])[CH3:9].CO.ClCCl. Product: [C:8]([O:12][C:13]([N:15]1[CH2:21][CH2:20][CH2:19][N:18]([C:22]2[N:26]([CH2:27][CH2:28][N:1]3[CH:5]=[CH:4][N:3]=[CH:2]3)[C:25]3[CH:34]=[CH:35][CH:36]=[CH:37][C:24]=3[N:23]=2)[CH2:17][CH2:16]1)=[O:14])([CH3:10])([CH3:11])[CH3:9]. The catalyst class is: 9. (2) Reactant: Cl[CH2:2][C:3](Cl)=[O:4].[Cl:6][C:7]1[CH:8]=[C:9]([NH:14][C:15]2[C:24]3[C:19](=[CH:20][C:21]([O:32][CH3:33])=[CH:22][C:23]=3[O:25][CH2:26][C@@H:27]3[CH2:31][CH2:30][CH2:29][NH:28]3)[N:18]=[CH:17][N:16]=2)[CH:10]=[CH:11][C:12]=1[F:13].C([N:37]([CH2:41][CH3:42])[CH:38]([CH3:40])C)(C)C.N1CCCC1. Product: [Cl:6][C:7]1[CH:8]=[C:9]([NH:14][C:15]2[C:24]3[C:19](=[CH:20][C:21]([O:32][CH3:33])=[CH:22][C:23]=3[O:25][CH2:26][C@@H:27]3[CH2:31][CH2:30][CH2:29][N:28]3[C:3](=[O:4])[CH2:2][N:37]3[CH2:38][CH2:40][CH2:42][CH2:41]3)[N:18]=[CH:17][N:16]=2)[CH:10]=[CH:11][C:12]=1[F:13]. The catalyst class is: 2. (3) Reactant: [Cl:1][C:2]1[CH:7]=[CH:6][C:5]([C:8]2[O:12][N:11]=[C:10]([C:13]([O:15]CC)=[O:14])[C:9]=2[CH3:18])=[CH:4][CH:3]=1.O.[OH-].[Li+].Cl. The catalyst class is: 30. Product: [Cl:1][C:2]1[CH:3]=[CH:4][C:5]([C:8]2[O:12][N:11]=[C:10]([C:13]([OH:15])=[O:14])[C:9]=2[CH3:18])=[CH:6][CH:7]=1. (4) Reactant: FC1(F)CCN(C(C2NC3=NC=C(OC4CCN(C(C)C)CC4)C=C3C=2)=O)CC1.C[O:31][C:32]([C:34]1[N:53](C(OC(C)(C)C)=O)[C:37]2=[N:38][C:39]([Cl:52])=[C:40]([O:42][CH:43]3[CH2:48][CH2:47][N:46]([CH:49]([CH3:51])[CH3:50])[CH2:45][CH2:44]3)[CH:41]=[C:36]2[CH:35]=1)=[O:33].Cl. Product: [ClH:52].[Cl:52][C:39]1[N:38]=[C:37]2[NH:53][C:34]([C:32]([OH:33])=[O:31])=[CH:35][C:36]2=[CH:41][C:40]=1[O:42][CH:43]1[CH2:44][CH2:45][N:46]([CH:49]([CH3:51])[CH3:50])[CH2:47][CH2:48]1. The catalyst class is: 12. (5) Reactant: C(OC(=O)[NH:10][C@@H:11]1[CH2:15][C:14](=[O:16])[N:13]([CH2:17][C:18]2[CH:23]=[CH:22][CH:21]=[CH:20][CH:19]=2)[C:12]1=[O:24])C1C=CC=CC=1.[C:26]([OH:29])(=[O:28])[CH3:27]. Product: [C:26]([OH:29])(=[O:28])[CH3:27].[NH2:10][C@@H:11]1[CH2:15][C:14](=[O:16])[N:13]([CH2:17][C:18]2[CH:19]=[CH:20][CH:21]=[CH:22][CH:23]=2)[C:12]1=[O:24]. The catalyst class is: 45.